From a dataset of HIV replication inhibition screening data with 41,000+ compounds from the AIDS Antiviral Screen. Binary Classification. Given a drug SMILES string, predict its activity (active/inactive) in a high-throughput screening assay against a specified biological target. (1) The drug is COc1ccc2nc3cccc([N+](=O)[O-])c3c(NCCCO)c2c1. The result is 0 (inactive). (2) The molecule is CC(=O)Nc1cccc2cc(S(=O)(=O)O)ccc12. The result is 0 (inactive). (3) The compound is CC12CCC3C(CCC4=CC(=O)C=CC43O)C1CCC2=O. The result is 0 (inactive). (4) The compound is C=CCNC(=S)NC=C(C#N)c1nc2ccccc2s1. The result is 0 (inactive). (5) The compound is CN(CC1=C(O)C(=O)C(CN(C)Cc2c(O)ccc3ccccc23)=C(O)C1=O)Cc1c(O)ccc2ccccc12. The result is 0 (inactive). (6) The compound is Cc1noc(C)c1-c1onc2ccc(Cl)cc12. The result is 0 (inactive).